Dataset: Full USPTO retrosynthesis dataset with 1.9M reactions from patents (1976-2016). Task: Predict the reactants needed to synthesize the given product. (1) Given the product [CH2:23]([O:30][C@H:31]1[CH2:35][CH2:34][CH2:33][C@@H:32]1[NH:36][CH2:20][C@H:19]([C:9]1[C:10]2[S:14][C:13]([O:15][CH:16]([CH3:18])[CH3:17])=[N:12][C:11]=2[C:6]([O:5][C:1]([CH3:4])([CH3:3])[CH3:2])=[CH:7][CH:8]=1)[OH:22])[C:24]1[CH:29]=[CH:28][CH:27]=[CH:26][CH:25]=1, predict the reactants needed to synthesize it. The reactants are: [C:1]([O:5][C:6]1[C:11]2[N:12]=[C:13]([O:15][CH:16]([CH3:18])[CH3:17])[S:14][C:10]=2[C:9]([C@H:19]([OH:22])[CH2:20]Cl)=[CH:8][CH:7]=1)([CH3:4])([CH3:3])[CH3:2].[CH2:23]([O:30][C@H:31]1[CH2:35][CH2:34][CH2:33][C@@H:32]1[NH2:36])[C:24]1[CH:29]=[CH:28][CH:27]=[CH:26][CH:25]=1. (2) Given the product [OH:40][C@H:39]([CH2:38][CH2:37][OH:36])[CH2:41][O:42][NH:43][C:20]([C:11]1[C:12](=[O:19])[N:13]([CH3:18])[C:14](=[O:17])[N:15]([CH3:16])[C:10]=1[NH:9][C:3]1[CH:4]=[CH:5][C:6]([I:8])=[CH:7][C:2]=1[F:1])=[O:21], predict the reactants needed to synthesize it. The reactants are: [F:1][C:2]1[CH:7]=[C:6]([I:8])[CH:5]=[CH:4][C:3]=1[NH:9][C:10]1[N:15]([CH3:16])[C:14](=[O:17])[N:13]([CH3:18])[C:12](=[O:19])[C:11]=1[C:20](OC1C=CC=CC=1)=[O:21].C1([C@H]2[O:40][CH:39]([CH2:41][O:42][NH2:43])[CH2:38][CH2:37][O:36]2)C=CC=CC=1. (3) Given the product [Cl:15][C:3]1[CH:4]=[C:5]([CH2:8][N:10]2[CH2:11][CH2:12][CH2:13][CH2:14]2)[CH:6]=[CH:7][C:2]=1[NH2:1], predict the reactants needed to synthesize it. The reactants are: [NH2:1][C:2]1[CH:7]=[CH:6][C:5]([C:8]([N:10]2[CH2:14][CH2:13][CH2:12][CH2:11]2)=O)=[CH:4][C:3]=1[Cl:15]. (4) Given the product [CH3:1][C:2]1[CH:7]=[CH:6][N:5]=[C:4]([N:8]([CH2:39][CH2:40][CH3:41])[C:9]2[C:17]3[O:16][CH2:15][C@@H:14]([N:18]([C:33](=[O:38])[C:34]([F:36])([F:35])[F:37])[C:19]4[CH:32]=[CH:31][C:22]5[C@H:23]([CH2:26][C:27]([O:29][CH3:30])=[O:28])[CH2:24][O:25][C:21]=5[CH:20]=4)[C:13]=3[CH:12]=[CH:11][CH:10]=2)[CH:3]=1, predict the reactants needed to synthesize it. The reactants are: [CH3:1][C:2]1[CH:7]=[CH:6][N:5]=[C:4]([NH:8][C:9]2[C:17]3[O:16][CH2:15][C@@H:14]([N:18]([C:33](=[O:38])[C:34]([F:37])([F:36])[F:35])[C:19]4[CH:32]=[CH:31][C:22]5[C@H:23]([CH2:26][C:27]([O:29][CH3:30])=[O:28])[CH2:24][O:25][C:21]=5[CH:20]=4)[C:13]=3[CH:12]=[CH:11][CH:10]=2)[CH:3]=1.[CH2:39](I)[CH2:40][CH3:41].[H-].[Na+].[Cl-].[NH4+]. (5) Given the product [CH3:23][C:18]1[C:17]([CH2:16][N:6]2[CH:5]=[C:4]([N+:1]([O-:3])=[O:2])[CH:8]=[N:7]2)=[C:21]([CH3:22])[O:20][N:19]=1, predict the reactants needed to synthesize it. The reactants are: [N+:1]([C:4]1[CH:5]=[N:6][NH:7][CH:8]=1)([O-:3])=[O:2].CC([O-])(C)C.[K+].Cl[CH2:16][C:17]1[C:18]([CH3:23])=[N:19][O:20][C:21]=1[CH3:22].O. (6) Given the product [S:46]([OH:49])(=[O:48])(=[O:47])[CH3:45].[S:46]([OH:49])(=[O:48])(=[O:47])[CH3:45].[NH2:1][C:2]1[N:7]=[CH:6][N:5]=[C:4]2[N:8]([C@H:32]3[CH2:33][CH2:34][C@H:35]([N:38]4[CH2:43][CH2:42][N:41]([CH3:44])[CH2:40][CH2:39]4)[CH2:36][CH2:37]3)[N:9]=[C:10]([C:11]3[CH:16]=[CH:15][C:14]([NH:17][C:18]([C:20]4[N:21]([CH3:29])[C:22]5[C:27]([CH:28]=4)=[CH:26][CH:25]=[CH:24][CH:23]=5)=[O:19])=[C:13]([O:30][CH3:31])[CH:12]=3)[C:3]=12, predict the reactants needed to synthesize it. The reactants are: [NH2:1][C:2]1[N:7]=[CH:6][N:5]=[C:4]2[N:8]([C@H:32]3[CH2:37][CH2:36][C@H:35]([N:38]4[CH2:43][CH2:42][N:41]([CH3:44])[CH2:40][CH2:39]4)[CH2:34][CH2:33]3)[N:9]=[C:10]([C:11]3[CH:16]=[CH:15][C:14]([NH:17][C:18]([C:20]4[N:21]([CH3:29])[C:22]5[C:27]([CH:28]=4)=[CH:26][CH:25]=[CH:24][CH:23]=5)=[O:19])=[C:13]([O:30][CH3:31])[CH:12]=3)[C:3]=12.[CH3:45][S:46]([OH:49])(=[O:48])=[O:47].